This data is from Full USPTO retrosynthesis dataset with 1.9M reactions from patents (1976-2016). The task is: Predict the reactants needed to synthesize the given product. (1) The reactants are: COC[C:4]1[C:16]2[CH:15]([CH2:17][OH:18])[C:14]3[C:9](=[CH:10][CH:11]=[CH:12][CH:13]=3)[C:8]=2[CH:7]=[CH:6][CH:5]=1.N1C=CN=C1.[CH2:24](N(CC)CC)C.[Si:31](Cl)([C:34]([CH3:37])([CH3:36])[CH3:35])([CH3:33])[CH3:32].CN(C)[CH:41]=[O:42]. Given the product [CH3:24][O:42][CH2:41][C:15]1([CH2:17][O:18][Si:31]([C:34]([CH3:37])([CH3:36])[CH3:35])([CH3:33])[CH3:32])[C:14]2[CH:13]=[CH:12][CH:11]=[CH:10][C:9]=2[C:8]2[C:16]1=[CH:4][CH:5]=[CH:6][CH:7]=2, predict the reactants needed to synthesize it. (2) The reactants are: FC(F)(F)C(O)=O.C(OC([N:15]1[CH2:27][CH2:26][C:25]2[C:24]3[C:19](=[CH:20][C:21]([N:28]4[CH:33]=[CH:32][C:31]([C:34]5[CH:39]=[CH:38][C:37]([Cl:40])=[CH:36][C:35]=5[O:41][CH3:42])=[CH:30][C:29]4=[O:43])=[CH:22][CH:23]=3)[N:18]([CH3:44])[C:17]=2[CH2:16]1)=O)CCC. Given the product [ClH:40].[Cl:40][C:37]1[CH:38]=[CH:39][C:34]([C:31]2[CH:32]=[CH:33][N:28]([C:21]3[CH:20]=[C:19]4[C:24]([C:25]5[CH2:26][CH2:27][NH:15][CH2:16][C:17]=5[N:18]4[CH3:44])=[CH:23][CH:22]=3)[C:29](=[O:43])[CH:30]=2)=[C:35]([O:41][CH3:42])[CH:36]=1, predict the reactants needed to synthesize it. (3) Given the product [CH3:27][O:26][C:24]1[CH:23]=[CH:22][N:21]2[C:28]([C:29]3[CH:34]=[CH:33][CH:32]=[CH:31][CH:30]=3)=[C:18]([C:15]3[CH:14]=[CH:13][C:12]([C:8]4([NH2:7])[CH2:9][CH2:10][CH2:11]4)=[CH:17][CH:16]=3)[N:19]=[C:20]2[N:25]=1, predict the reactants needed to synthesize it. The reactants are: C(OC(=O)[NH:7][C:8]1([C:12]2[CH:17]=[CH:16][C:15]([C:18]3[N:19]=[C:20]4[N:25]=[C:24]([O:26][CH3:27])[CH:23]=[CH:22][N:21]4[C:28]=3[C:29]3[CH:34]=[CH:33][CH:32]=[CH:31][CH:30]=3)=[CH:14][CH:13]=2)[CH2:11][CH2:10][CH2:9]1)(C)(C)C.Cl.[OH-].[Na+].